Predict the reaction yield, written as a fraction of the theoretical maximum amount of product (1.0 means a 100% yield; for example, 0.34 means a 34% yield). From a dataset of Reaction yield outcomes from USPTO patents with 853,638 reactions. (1) The reactants are [CH3:1][C:2]1[O:6][N:5]=[C:4]([NH2:7])[CH:3]=1.N1C=CC=CC=1.Cl[C:15]([O:17][CH2:18][C:19]([Cl:22])([Cl:21])[Cl:20])=[O:16].O. The catalyst is O1CCCC1. The product is [CH3:1][C:2]1[O:6][N:5]=[C:4]([NH:7][C:15](=[O:16])[O:17][CH2:18][C:19]([Cl:22])([Cl:21])[Cl:20])[CH:3]=1. The yield is 0.914. (2) The reactants are [Cl:1][C:2]1[CH:3]=[C:4]([CH:24]=[CH:25][CH:26]=1)[CH2:5][NH:6][C:7]([C:9]1[S:10][CH:11]=[CH:12][C:13]=1[NH:14][C:15]1[C:16]2[CH:23]=[CH:22][NH:21][C:17]=2[N:18]=[CH:19][N:20]=1)=[O:8].[CH3:27]OC(C1SC(C)=CC=1NC1C2C=CNC=2N=CN=1)=O. No catalyst specified. The product is [Cl:1][C:2]1[CH:3]=[C:4]([CH:24]=[CH:25][CH:26]=1)[CH2:5][NH:6][C:7]([C:9]1[S:10][C:11]([CH3:27])=[CH:12][C:13]=1[NH:14][C:15]1[C:16]2[CH:23]=[CH:22][NH:21][C:17]=2[N:18]=[CH:19][N:20]=1)=[O:8]. The yield is 0.500. (3) The reactants are FC(F)(F)[C:3]([N:5]1[CH2:10][CH2:9][CH:8]([O:11][C:12]2[CH:13]=[C:14]([CH:17]=[CH:18][CH:19]=2)[CH:15]=[O:16])[CH2:7][CH2:6]1)=O.[CH2:22]1OC1C.[CH3:26][OH:27]. No catalyst specified. The product is [OH:27][CH:26]([CH3:22])[CH2:3][N:5]1[CH2:10][CH2:9][CH:8]([O:11][C:12]2[CH:13]=[C:14]([CH:17]=[CH:18][CH:19]=2)[CH:15]=[O:16])[CH2:7][CH2:6]1. The yield is 0.780. (4) The reactants are Cl.[CH3:2][O:3][C:4](=[O:11])[CH2:5][CH2:6][CH2:7][CH2:8][CH2:9][NH2:10].[C:12]([NH:22][CH2:23][CH2:24][C:25](O)=[O:26])([O:14][CH2:15][C:16]1[CH:21]=[CH:20][CH:19]=[CH:18][CH:17]=1)=[O:13].C(N=C=NCCCN(C)C)C.CCN(CC)CC. The catalyst is C(Cl)Cl. The product is [CH3:2][O:3][C:4](=[O:11])[CH2:5][CH2:6][CH2:7][CH2:8][CH2:9][NH:10][C:25](=[O:26])[CH2:24][CH2:23][NH:22][C:12]([O:14][CH2:15][C:16]1[CH:17]=[CH:18][CH:19]=[CH:20][CH:21]=1)=[O:13]. The yield is 0.910. (5) The reactants are [Cl:1][C:2]1[CH:18]=[CH:17][C:5]([O:6][C:7]2[CH:12]=[N:11][CH:10]=[C:9]3[S:13][C:14]([NH2:16])=[CH:15][C:8]=23)=[CH:4][CH:3]=1.[CH3:19][N:20]=[C:21]=[S:22]. The catalyst is N1C=CC=CC=1. The product is [Cl:1][C:2]1[CH:18]=[CH:17][C:5]([O:6][C:7]2[CH:12]=[N:11][CH:10]=[C:9]3[S:13][C:14]([NH:16][C:21]([NH:20][CH3:19])=[S:22])=[CH:15][C:8]=23)=[CH:4][CH:3]=1. The yield is 0.581. (6) The reactants are [CH3:1][C:2]([Si:5]([CH3:26])([CH3:25])[O:6][CH2:7][C:8]1[CH:13]=[C:12]([O:14][CH3:15])[N:11]=[C:10]([CH2:16][CH2:17][C:18](OCCCC)=[O:19])[CH:9]=1)([CH3:4])[CH3:3].[H-].[H-].[H-].[H-].[Li+].[Al+3].O. The catalyst is C1COCC1. The product is [CH3:4][C:2]([Si:5]([CH3:26])([CH3:25])[O:6][CH2:7][C:8]1[CH:13]=[C:12]([O:14][CH3:15])[N:11]=[C:10]([CH2:16][CH2:17][CH2:18][OH:19])[CH:9]=1)([CH3:1])[CH3:3]. The yield is 1.02.